From a dataset of Peptide-MHC class II binding affinity with 134,281 pairs from IEDB. Regression. Given a peptide amino acid sequence and an MHC pseudo amino acid sequence, predict their binding affinity value. This is MHC class II binding data. The peptide sequence is LRIKSYEDAKSPLTA. The MHC is DRB3_0101 with pseudo-sequence DRB3_0101. The binding affinity (normalized) is 0.196.